Dataset: CYP3A4 inhibition data for predicting drug metabolism from PubChem BioAssay. Task: Regression/Classification. Given a drug SMILES string, predict its absorption, distribution, metabolism, or excretion properties. Task type varies by dataset: regression for continuous measurements (e.g., permeability, clearance, half-life) or binary classification for categorical outcomes (e.g., BBB penetration, CYP inhibition). Dataset: cyp3a4_veith. The molecule is CC1=CC(=O)C2=C(C)CC[C@H]3[C@H](C)C(=O)O[C@H]3[C@H]12. The result is 0 (non-inhibitor).